This data is from Drug-target binding data from BindingDB using IC50 measurements. The task is: Regression. Given a target protein amino acid sequence and a drug SMILES string, predict the binding affinity score between them. We predict pIC50 (pIC50 = -log10(IC50 in M); higher means more potent). Dataset: bindingdb_ic50. (1) The drug is NC(=O)c1ccc(-c2noc3c2CCCC3=NO)cc1. The target protein (Q58FG1) has sequence MESLTDPSKLDSGKEPHISLIPNKQDRTLTIVDTGIGMTKADLINNLGTITKSETKVFMEVLQAGADISMIGQFSVGFYSAYSVAEKVTVITKHNNDEQYAWESSLRGSFTEYREFYKSLTINWEDYLAVKHFSVEGQLEFRAFLFVPRLAPFELLETRKKKNKIKLSARRDLIMDNCEELIPEYLNFIRGVVDSEDLPLNIFRETKDQVANSTIVQRLWKHGLEVIYTIEPIDEYCVQQLKEFEGKTLVSVTKEDLELPEDEEEKKKQEEGKQKTKQKKNQSLRTSAKSTYGWTANMERIMKAQALRDNSTTGYMAAKKHLEINPDHSFIDTLRQKAETDKNDKSVKDLVILLYETALLSSDFGLEGPQTHANRIYRMNKLGLGTDEDDPTADDTSAAVTEEMPPLEGDDDTSRMEK. The pIC50 is 4.0. (2) The small molecule is Nc1ncnc2c1ncn2[C@@H]1O[C@H](CSCC[C@H](N)C(=O)O)[C@@H](O)[C@H]1O. The target protein sequence is MGQTGKKSEKGPVCWRKRVKSEYMRLRQLKRFRRADEVKSMFSSNRQKILERTEILNQEWKQRRIQPVHILTSVSSLRGTRECSVTSDLDFPTQVIPLKTLNAVASVPIMYSWSPLQQNFMVEDETVLHNIPYMGDEVLDQDGTFIEELIKNYDGKVHGDRECGFINDEIFVELVNALGQYNDDDDDDDGDDPEEREEKQKDLEDHRDDKESRPPRKFPSDKIFEAISSMFPDKGTAEELKEKYKELTEQQLPGALPPECTPNIDGPNAKSVQREQSLHSFHTLFCRRCFKYDCFLHPFHATPNTYKRKNTETALDNKPCGPQCYQHLEGAKEFAAALTAERIKTPPKRPGGRRRGRLPNNSSRPSTPTINVLESKDTDSDREAGTETGGENNDKEEEEKKDETSSSSEANSRCQTPIKMKPNIEPPENVEWSGAEASMFRVLIGTYYDNFCAIARLIGTKTCRQVYEFRVKESSIIAPAPAEDVDTPPRKKKRKHRLWA.... The pIC50 is 6.4. (3) The small molecule is N=C(CCl)NCCC[C@H](NC(=O)c1cccc(-c2ccccc2)c1)C(=O)NCc1ccccc1. The target protein (Q6TGC4) has sequence MVSVEGRAMSFQSIIHLSLDSPVHAVCVLGTEICLDLSGCAPQKCQCFTIHGSGRVLIDVANTVISEKEDATIWWPLSDPTYATVKMTSPSPSVDADKVSVTYYGPNEDAPVGTAVLYLTGIEVSLEVDIYRNGQVEMSSDKQAKKKWIWGPSGWGAILLVNCNPADVGQQLEDKKTKKVIFSEEITNLSQMTLNVQGPSCILKKYRLVLHTSKEESKKARVYWPQKDNSSTFELVLGPDQHAYTLALLGNHLKETFYVEAIAFPSAEFSGLISYSVSLVEESQDPSIPETVLYKDTVVFRVAPCVFIPCTQVPLEVYLCRELQLQGFVDTVTKLSEKSNSQVASVYEDPNRLGRWLQDEMAFCYTQAPHKTTSLILDTPQAADLDEFPMKYSLSPGIGYMIQDTEDHKVASMDSIGNLMVSPPVKVQGKEYPLGRVLIGSSFYPSAEGRAMSKTLRDFLYAQQVQAPVELYSDWLMTGHVDEFMCFIPTDDKNEGKKGF.... The pIC50 is 5.3. (4) The compound is O=C(O)c1ns[nH]c1=O. The target protein (Q27743) has sequence MAPKAKIVLVGSGMIGGVMATLIVQKNLGDVVLFDIVKNMPHGKALDTSHTNVMAYSNCKVSGSNTYDDLAGADVVIVTAGFTKAPGKSDKEWNRDDLLPLNNKIMIEIGGHIKKNCPNAFIIVVTNPVDVMVQLLHQHSGVPKNKIIGLGGVLDTSRLKYYISQKLNVCPRDVNAHIVGAHGNKMVLLKRYITVGGIPLQEFINNKLISDAELEAIFDRTVNTALEIVNLHASPYVAPAAAIIEMAESYLKDLKKVLICSTLLEGQYGHSDIFGGTPVVLGANGVEQVIELQLNSEEKAKFDEAIAETKRMKALA. The pIC50 is 6.8. (5) The compound is O=C(O[C@@H]1Cc2c(O)cc(O)cc2O[C@H]1c1ccc(O)c(O)c1)c1cc(O)c(O)c(O)c1. The target protein sequence is MSVLHRFYLFFLFTKFFHCYKISYVLKNAKLAPNHAIKNINSLNLLSENKKENYYYCGENKVALVTGAGRGIGREIAKMLAKSVSHVICISRTQKSCDSVVDEIKSFGYESSGYAGDVSKKEEISEVINKILTEHKNVDILVSNAGITRDNLFLRMKNDEWEDVLRTNLNSLFYITQPISKRMINNRYGRIINISSIVGLTGNVGQANYSSSKAGVIGFTKSLAKELASRNITVNAIAPGFISSDMTDKISEQIKKNIISNIPAGRMGTPEEVANLACFLSSDKSGYINGRVFVIDGGLSP. The pIC50 is 6.0. (6) The drug is CN(C)c1cc2c(cc1Sc1nc3c(N)nccc3n1CCNCC(C)(C)C)OCO2. The target protein (P41148) has sequence MRALWVLGLCCVLLTFGSVRADDEVDVDGTVEEDLGKSREGSRTDDEVVQREEEAIQLDGLNASQIRELREKSEKFAFQAEVNRMMKLIINSLYKNKEIFLRELISNASDALDKIRLISLTDENALAGNEELTVKIKCDKEKNLLHVTDTGVGMTREELVKNLGTIAKSGTSEFLNKMTEAQEDGQSTSELIGQFGVGFYSAFLVADKVIVTSKHNNDTQHIWESDSNEFSVIADPRGNTLGRGTTITLVLKEEASDYLELDTIKNLVKKYSQFINFPIYVWSSKTETVEEPMEEEEAAKEEKEDSDDEAAVEEEEEEKKPKTKKVEKTVWDWELMNDIKPIWQRPSKEVEDDEYKAFYKSFSKESDDPMAYIHFTAEGEVTFKSILFVPTSAPRGLFDEYGSKKSDYIKLYVRRVFITDDFHDMMPKYLNFVKGVVDSDDLPLNVSRETLQQHKLLKVIRKKLVRKTLDMIKKIADEKYNDTFWKEFGTNIKLGVIEDH.... The pIC50 is 6.7.